From a dataset of Peptide-MHC class I binding affinity with 185,985 pairs from IEDB/IMGT. Regression. Given a peptide amino acid sequence and an MHC pseudo amino acid sequence, predict their binding affinity value. This is MHC class I binding data. (1) The MHC is H-2-Kk with pseudo-sequence H-2-Kk. The binding affinity (normalized) is 0.368. The peptide sequence is EDLDEFKPI. (2) The peptide sequence is ERYFRIHSL. The MHC is HLA-B45:01 with pseudo-sequence HLA-B45:01. The binding affinity (normalized) is 0. (3) The peptide sequence is SVIDHIHYM. The binding affinity (normalized) is 0.0847. The MHC is HLA-B15:09 with pseudo-sequence HLA-B15:09. (4) The binding affinity (normalized) is 0.458. The MHC is HLA-B35:01 with pseudo-sequence HLA-B35:01. The peptide sequence is LPDDFMGCVL. (5) The peptide sequence is MTYKAAVL. The MHC is HLA-B51:01 with pseudo-sequence HLA-B51:01. The binding affinity (normalized) is 0.